This data is from Peptide-MHC class II binding affinity with 134,281 pairs from IEDB. The task is: Regression. Given a peptide amino acid sequence and an MHC pseudo amino acid sequence, predict their binding affinity value. This is MHC class II binding data. (1) The peptide sequence is EAAVKQAYAATVAAA. The MHC is DRB1_1001 with pseudo-sequence DRB1_1001. The binding affinity (normalized) is 0.691. (2) The peptide sequence is YLLMWITQCFLPVFL. The MHC is HLA-DPA10103-DPB10401 with pseudo-sequence HLA-DPA10103-DPB10401. The binding affinity (normalized) is 0.560. (3) The peptide sequence is QLKEYVWKTLKSGKV. The MHC is HLA-DQA10401-DQB10402 with pseudo-sequence HLA-DQA10401-DQB10402. The binding affinity (normalized) is 0.0787. (4) The peptide sequence is IASLFAAAGLAAAAP. The MHC is DRB3_0202 with pseudo-sequence DRB3_0202. The binding affinity (normalized) is 0.220.